From a dataset of Full USPTO retrosynthesis dataset with 1.9M reactions from patents (1976-2016). Predict the reactants needed to synthesize the given product. (1) Given the product [Br:1][C:2]1[N:6]2[CH:7]=[CH:8][N:9]=[C:10]([NH:13][CH3:12])[C:5]2=[N:4][CH:3]=1, predict the reactants needed to synthesize it. The reactants are: [Br:1][C:2]1[N:6]2[C:7](Br)=[CH:8][N:9]=[CH:10][C:5]2=[N:4][CH:3]=1.[CH3:12][NH2:13].O1CCCC1. (2) Given the product [CH:26]1([C:36]([O:6][CH2:5][CH2:4][CH:3]([F:7])[C:2]([F:1])([F:12])[S:8]([O-:11])(=[O:10])=[O:9])=[O:37])[CH2:27][CH2:28][CH2:29][CH2:30][CH2:31]1.[C:44]([C:48]1[CH:53]=[CH:52][C:51]([S+:54]([C:55]2[CH:60]=[CH:59][C:58]([C:61]([CH3:64])([CH3:63])[CH3:62])=[CH:57][CH:56]=2)[C:65]2[CH:70]=[CH:69][C:68]([C:71]([CH3:73])([CH3:74])[CH3:72])=[CH:67][CH:66]=2)=[CH:50][CH:49]=1)([CH3:45])([CH3:46])[CH3:47], predict the reactants needed to synthesize it. The reactants are: [F:1][C:2]([F:12])([S:8]([O-:11])(=[O:10])=[O:9])[CH:3]([F:7])[CH2:4][CH2:5][OH:6].C1([S+]([C:26]2[CH:31]=[CH:30][CH:29]=[CH:28][CH:27]=2)C2C=CC=CC=2)C=CC=CC=1.FC(F)(S([O-])(=O)=O)C(F)C[CH2:36][OH:37].[C:44]([C:48]1[CH:53]=[CH:52][C:51]([S+:54]([C:65]2[CH:70]=[CH:69][C:68]([C:71]([CH3:74])([CH3:73])[CH3:72])=[CH:67][CH:66]=2)[C:55]2[CH:60]=[CH:59][C:58]([C:61]([CH3:64])([CH3:63])[CH3:62])=[CH:57][CH:56]=2)=[CH:50][CH:49]=1)([CH3:47])([CH3:46])[CH3:45]. (3) Given the product [F:1][C:2]1[CH:7]=[CH:6][C:5]([C:8]2[C:9]([N:22]3[CH2:23][CH2:24][CH:25]([C:28]4[CH:29]=[CH:30][C:31]([C:34]([F:35])([F:36])[F:37])=[CH:32][CH:33]=4)[CH2:26][CH2:27]3)=[N:10][C:11]3[C:16]([N:17]=2)=[CH:15][C:14]([C:18]([OH:20])=[O:19])=[CH:13][CH:12]=3)=[CH:4][CH:3]=1, predict the reactants needed to synthesize it. The reactants are: [F:1][C:2]1[CH:7]=[CH:6][C:5]([C:8]2[C:9]([N:22]3[CH2:27][CH2:26][CH:25]([C:28]4[CH:33]=[CH:32][C:31]([C:34]([F:37])([F:36])[F:35])=[CH:30][CH:29]=4)[CH2:24][CH2:23]3)=[N:10][C:11]3[C:16]([N:17]=2)=[CH:15][C:14]([C:18]([O:20]C)=[O:19])=[CH:13][CH:12]=3)=[CH:4][CH:3]=1.[OH-].[Na+]. (4) Given the product [Cl:9][C:10]1[C:11]([OH:12])=[N:7][C:5]([CH3:6])=[N:8][C:15]=1[CH3:16], predict the reactants needed to synthesize it. The reactants are: C[O-].[Na+].Cl.[C:5]([NH2:8])(=[NH:7])[CH3:6].[Cl:9][CH:10]([C:15](=O)[CH3:16])[C:11](OC)=[O:12].Cl. (5) Given the product [Cl:11][C:12]1[CH:13]=[CH:14][C:15]([CH2:16][CH:17]2[N:22]3[C:23](=[O:53])[CH:24]([NH:38][C:39]([CH:41]4[CH2:45][CH2:44][CH2:43][N:42]4[C:3](=[O:6])[CH:4]([N:8]([CH3:7])[CH3:1])[CH:60]([CH3:64])[CH3:61])=[O:40])[CH2:25][N:26]([S:27]([C:30]4[CH:35]=[CH:34][C:33]([Cl:36])=[CH:32][C:31]=4[Cl:37])(=[O:29])=[O:28])[CH:21]3[CH2:20][N:19]([CH:54]([CH3:55])[CH3:56])[C:18]2=[O:57])=[CH:58][CH:59]=1, predict the reactants needed to synthesize it. The reactants are: [CH2:1]=O.[C:3]([OH:6])(=O)[CH3:4].[C:7]([BH3-])#[N:8].[Na+].[Cl:11][C:12]1[CH:59]=[CH:58][C:15]([CH2:16][CH:17]2[N:22]3[C:23](=[O:53])[CH:24]([NH:38][C:39]([CH:41]4[CH2:45][CH2:44][CH2:43][N:42]4C(=O)C(N)C(C)C)=[O:40])[CH2:25][N:26]([S:27]([C:30]4[CH:35]=[CH:34][C:33]([Cl:36])=[CH:32][C:31]=4[Cl:37])(=[O:29])=[O:28])[CH:21]3[CH2:20][N:19]([CH:54]([CH3:56])[CH3:55])[C:18]2=[O:57])=[CH:14][CH:13]=1.[CH2:60]1[CH2:64]OC[CH2:61]1. (6) Given the product [C:11]([N:7]1[C:8]2[C:4](=[CH:3][C:2]([Br:1])=[C:10]([S:15]([Cl:14])(=[O:17])=[O:16])[CH:9]=2)[CH2:5][CH2:6]1)(=[O:13])[CH3:12], predict the reactants needed to synthesize it. The reactants are: [Br:1][C:2]1[CH:3]=[C:4]2[C:8](=[CH:9][CH:10]=1)[N:7]([C:11](=[O:13])[CH3:12])[CH2:6][CH2:5]2.[Cl:14][S:15](O)(=[O:17])=[O:16]. (7) Given the product [C:1]([C:5]1[O:9][N:8]=[C:7]([NH:10][C:11]([N:13]2[CH2:19][CH2:18][CH2:17][N:16]([C:21]3[N:26]=[CH:25][C:24]([CH2:27][CH3:28])=[CH:23][N:22]=3)[CH2:15][CH2:14]2)=[O:12])[CH:6]=1)([CH3:4])([CH3:2])[CH3:3], predict the reactants needed to synthesize it. The reactants are: [C:1]([C:5]1[O:9][N:8]=[C:7]([NH:10][C:11]([N:13]2[CH2:19][CH2:18][CH2:17][NH:16][CH2:15][CH2:14]2)=[O:12])[CH:6]=1)([CH3:4])([CH3:3])[CH3:2].Cl[C:21]1[N:26]=[CH:25][C:24]([CH2:27][CH3:28])=[CH:23][N:22]=1.C(=O)([O-])[O-].[K+].[K+].